From a dataset of Full USPTO retrosynthesis dataset with 1.9M reactions from patents (1976-2016). Predict the reactants needed to synthesize the given product. Given the product [C:1]([N:4]1[C:13]2[C:8](=[CH:9][C:10]([C:14]3[CH:22]=[CH:21][C:17]([C:18]([NH:66][CH2:67][CH2:68][NH:69][C:70](=[O:76])[O:71][C:72]([CH3:74])([CH3:73])[CH3:75])=[O:19])=[CH:16][CH:15]=3)=[CH:11][CH:12]=2)[C@H:7]([NH:23][C:24]2[CH:29]=[CH:28][C:27]([C:30]#[N:31])=[CH:26][N:25]=2)[CH2:6][C@@H:5]1[CH3:32])(=[O:3])[CH3:2], predict the reactants needed to synthesize it. The reactants are: [C:1]([N:4]1[C:13]2[C:8](=[CH:9][C:10]([C:14]3[CH:22]=[CH:21][C:17]([C:18](O)=[O:19])=[CH:16][CH:15]=3)=[CH:11][CH:12]=2)[C@H:7]([NH:23][C:24]2[CH:29]=[CH:28][C:27]([C:30]#[N:31])=[CH:26][N:25]=2)[CH2:6][C@@H:5]1[CH3:32])(=[O:3])[CH3:2].CN(C(ON1N=NC2C=CC=NC1=2)=[N+](C)C)C.F[P-](F)(F)(F)(F)F.CCN(C(C)C)C(C)C.[NH2:66][CH2:67][CH2:68][NH:69][C:70](=[O:76])[O:71][C:72]([CH3:75])([CH3:74])[CH3:73].